Regression. Given two drug SMILES strings and cell line genomic features, predict the synergy score measuring deviation from expected non-interaction effect. From a dataset of NCI-60 drug combinations with 297,098 pairs across 59 cell lines. Drug 1: C1=CN(C(=O)N=C1N)C2C(C(C(O2)CO)O)O.Cl. Drug 2: COCCOC1=C(C=C2C(=C1)C(=NC=N2)NC3=CC=CC(=C3)C#C)OCCOC.Cl. Cell line: A498. Synergy scores: CSS=31.3, Synergy_ZIP=-7.65, Synergy_Bliss=-5.03, Synergy_Loewe=-0.578, Synergy_HSA=2.90.